Task: Predict which catalyst facilitates the given reaction.. Dataset: Catalyst prediction with 721,799 reactions and 888 catalyst types from USPTO (1) Reactant: [Cl:1][C:2]1[CH:3]=[C:4]([CH:7]=[C:8]([O:10][C:11]2[C:19]3[N:18]=[N:17][N:16]([CH2:20][C:21]4[C:29]5[C:24](=[N:25][C:26]([NH:30]CC6C=CC(OC)=CC=6)=[CH:27][CH:28]=5)[N:23](CC5C=CC(OC)=CC=5)[N:22]=4)[C:15]=3[CH:14]=[CH:13][C:12]=2[Cl:49])[CH:9]=1)[C:5]#[N:6]. Product: [NH2:30][C:26]1[N:25]=[C:24]2[NH:23][N:22]=[C:21]([CH2:20][N:16]3[C:15]4[CH:14]=[CH:13][C:12]([Cl:49])=[C:11]([O:10][C:8]5[CH:7]=[C:4]([CH:3]=[C:2]([Cl:1])[CH:9]=5)[C:5]#[N:6])[C:19]=4[N:18]=[N:17]3)[C:29]2=[CH:28][CH:27]=1. The catalyst class is: 67. (2) Reactant: C[O:2][C:3]([C:5]12[CH2:14][CH:9]3[S:10][CH:11]([S:13][CH:7]([S:8]3)[CH2:6]1)[CH2:12]2)=O.C1(C)C=CC=CC=1.[H-].C([Al+]CC(C)C)C(C)C. Product: [OH:2][CH2:3][C:5]12[CH2:12][CH:11]3[S:10][CH:9]([S:8][CH:7]([S:13]3)[CH2:6]1)[CH2:14]2. The catalyst class is: 81. (3) Reactant: [NH2:1][C:2]1[C:7]2[NH:8][C:9](=[S:16])[N:10]([CH2:11][CH2:12][CH2:13][C:14]#[CH:15])[C:6]=2[CH:5]=[CH:4][N:3]=1.[I:17][C:18]1[C:27](I)=[CH:26][C:21]2[O:22][CH2:23][CH2:24][O:25][C:20]=2[CH:19]=1.BrC1C(I)=CC2OCOC=2C=1.CC([O-])(C)C.[Na+].CC1C=CC2C=CC3C=CC(C)=NC=3C=2N=1.O. Product: [I:17][C:18]1[C:27]([S:16][C:9]2[N:10]([CH2:11][CH2:12][CH2:13][C:14]#[CH:15])[C:6]3[CH:5]=[CH:4][N:3]=[C:2]([NH2:1])[C:7]=3[N:8]=2)=[CH:26][C:21]2[O:22][CH2:23][CH2:24][O:25][C:20]=2[CH:19]=1. The catalyst class is: 122. (4) The catalyst class is: 8. Product: [CH3:16][O:15][C:7]1[CH:8]=[CH:9][CH:10]=[C:11]([N+:12]([O-:14])=[O:13])[C:6]=1[CH2:5][C:1]#[N:2]. Reactant: [C-:1]#[N:2].[Na+].Br[CH2:5][C:6]1[C:11]([N+:12]([O-:14])=[O:13])=[CH:10][CH:9]=[CH:8][C:7]=1[O:15][CH3:16]. (5) Reactant: Br[C:2]1[C:3]([NH:14][C:15]2[C:24]3[C:19](=[CH:20][C:21]([F:26])=[CH:22][C:23]=3[F:25])[N:18]=[C:17]([C:27]3[CH:32]=[CH:31][CH:30]=[CH:29][N:28]=3)[C:16]=2[CH3:33])=[CH:4][C:5]([N:8]2[CH2:13][CH2:12][O:11][CH2:10][CH2:9]2)=[N:6][CH:7]=1.[C:34]([C:36]1[CH:37]=[C:38](B(O)O)[CH:39]=[CH:40][CH:41]=1)#[N:35].C1(P(C2CCCCC2)C2CCCCC2)CCCCC1.[O-]P([O-])([O-])=O.[K+].[K+].[K+]. Product: [F:25][C:23]1[CH:22]=[C:21]([F:26])[CH:20]=[C:19]2[C:24]=1[C:15]([NH:14][C:3]1[CH:4]=[C:5]([N:8]3[CH2:13][CH2:12][O:11][CH2:10][CH2:9]3)[N:6]=[CH:7][C:2]=1[C:40]1[CH:41]=[C:36]([CH:37]=[CH:38][CH:39]=1)[C:34]#[N:35])=[C:16]([CH3:33])[C:17]([C:27]1[CH:32]=[CH:31][CH:30]=[CH:29][N:28]=1)=[N:18]2. The catalyst class is: 552. (6) Reactant: C([N:8]1[CH2:16][C:15]2[C:10](=[CH:11][CH:12]=[C:13]([C:17]3([OH:23])[CH2:22][CH2:21][O:20][CH2:19][CH2:18]3)[CH:14]=2)[CH2:9]1)C1C=CC=CC=1. Product: [CH2:9]1[C:10]2[C:15](=[CH:14][C:13]([C:17]3([OH:23])[CH2:22][CH2:21][O:20][CH2:19][CH2:18]3)=[CH:12][CH:11]=2)[CH2:16][NH:8]1. The catalyst class is: 19.